Dataset: Reaction yield outcomes from USPTO patents with 853,638 reactions. Task: Predict the reaction yield, written as a fraction of the theoretical maximum amount of product (1.0 means a 100% yield; for example, 0.34 means a 34% yield). (1) The reactants are Br[C:2]1[C:3]([F:14])=[C:4]2[C:8](=[CH:9][C:10]=1[F:11])[NH:7][CH:6]=[C:5]2[CH:12]=[O:13].CC1(C)COB([C:22]2[CH:27]=[CH:26][C:25]([C:28]3([CH2:31][OH:32])[CH2:30][CH2:29]3)=[CH:24][CH:23]=2)OC1.C(=O)([O-])[O-].[K+].[K+]. The catalyst is C1(C)C=CC=CC=1.CCO.O.C1C=CC(P(C2C=CC=CC=2)[C-]2C=CC=C2)=CC=1.C1C=CC(P(C2C=CC=CC=2)[C-]2C=CC=C2)=CC=1.Cl[Pd]Cl.[Fe+2]. The product is [F:14][C:3]1[C:2]([C:22]2[CH:27]=[CH:26][C:25]([C:28]3([CH2:31][OH:32])[CH2:29][CH2:30]3)=[CH:24][CH:23]=2)=[C:10]([F:11])[CH:9]=[C:8]2[C:4]=1[C:5]([CH:12]=[O:13])=[CH:6][NH:7]2. The yield is 0.280. (2) The reactants are [CH3:1][C:2]1[CH:3]=[C:4]([C@@H:19]([NH:21][C:22]2[CH:31]=[CH:30][CH:29]=[CH:28][C:23]=2[C:24]([O:26]C)=[O:25])[CH3:20])[C:5]2[N:6]([CH:18]=1)[C:7](=[O:17])[CH:8]=[C:9]([N:11]1[CH2:16][CH2:15][O:14][CH2:13][CH2:12]1)[N:10]=2.CC1C=C([C@H](NC2C=CC=CC=2C(O)=O)C)C2N(C=1)C(=O)C=C(N1CCOCC1)N=2. No catalyst specified. The product is [CH3:1][C:2]1[CH:3]=[C:4]([C@@H:19]([NH:21][C:22]2[CH:31]=[CH:30][CH:29]=[CH:28][C:23]=2[C:24]([OH:26])=[O:25])[CH3:20])[C:5]2[N:6]([CH:18]=1)[C:7](=[O:17])[CH:8]=[C:9]([N:11]1[CH2:16][CH2:15][O:14][CH2:13][CH2:12]1)[N:10]=2. The yield is 0.940.